From a dataset of Forward reaction prediction with 1.9M reactions from USPTO patents (1976-2016). Predict the product of the given reaction. Given the reactants [CH3:1][O:2][C:3]([C:5]1[CH:14]=[CH:13][C:8]2[N:9]=[C:10]([NH2:12])[S:11][C:7]=2[CH:6]=1)=[O:4].C(N(C(C)C)CC)(C)C.[C:24]1([CH3:33])[CH:29]=[CH:28][C:27]([C:30](Cl)=[O:31])=[CH:26][CH:25]=1.CN(C1C=CC=CN=1)C.Cl, predict the reaction product. The product is: [CH3:33][C:24]1[CH:29]=[CH:28][C:27]([C:30]([NH:12][C:10]2[S:11][C:7]3[CH:6]=[C:5]([C:3]([O:2][CH3:1])=[O:4])[CH:14]=[CH:13][C:8]=3[N:9]=2)=[O:31])=[CH:26][CH:25]=1.